Dataset: Reaction yield outcomes from USPTO patents with 853,638 reactions. Task: Predict the reaction yield, written as a fraction of the theoretical maximum amount of product (1.0 means a 100% yield; for example, 0.34 means a 34% yield). (1) The reactants are OS([O-])=O.[Na+].O[C:7]1[CH:8]=[C:9]2[C:14](=[CH:15][CH:16]=1)[CH:13]=[C:12]([C:17](=[O:19])[CH3:18])[CH:11]=[CH:10]2.[CH3:20][NH:21][CH2:22][CH2:23][OH:24]. The catalyst is O.C(OCC)(=O)C. The product is [OH:24][CH2:23][CH2:22][N:21]([CH3:20])[C:7]1[CH:8]=[C:9]2[C:14](=[CH:15][CH:16]=1)[CH:13]=[C:12]([C:17](=[O:19])[CH3:18])[CH:11]=[CH:10]2. The yield is 0.730. (2) The reactants are [F:1][C:2]([F:22])([O:6][C:7]1[CH:8]=[C:9]([CH2:13][NH:14][C:15]2[CH:16]=[C:17]([OH:21])[CH:18]=[CH:19][CH:20]=2)[CH:10]=[CH:11][CH:12]=1)[CH:3]([F:5])[F:4].[F:23][C:24]([F:29])([F:28])[CH:25]1[O:27][CH2:26]1.FC(F)(F)S([O-])(=O)=O.[Yb+3].FC(F)(F)S([O-])(=O)=O.FC(F)(F)S([O-])(=O)=O.O. The catalyst is C(#N)C. The product is [F:1][C:2]([F:22])([O:6][C:7]1[CH:8]=[C:9]([CH2:13][N:14]([CH2:26][CH:25]([OH:27])[C:24]([F:29])([F:28])[F:23])[C:15]2[CH:16]=[C:17]([OH:21])[CH:18]=[CH:19][CH:20]=2)[CH:10]=[CH:11][CH:12]=1)[CH:3]([F:4])[F:5]. The yield is 0.890. (3) The reactants are [NH:1]1[CH2:6][CH2:5][O:4][CH2:3][CH2:2]1.C(N(CC)CC)C.[F:14][C:15]1[CH:16]=[CH:17][C:18]([CH3:24])=[C:19]([CH:23]=1)[C:20](Cl)=[O:21]. The catalyst is C(Cl)Cl. The product is [F:14][C:15]1[CH:16]=[CH:17][C:18]([CH3:24])=[C:19]([C:20]([N:1]2[CH2:6][CH2:5][O:4][CH2:3][CH2:2]2)=[O:21])[CH:23]=1. The yield is 0.980.